Dataset: Forward reaction prediction with 1.9M reactions from USPTO patents (1976-2016). Task: Predict the product of the given reaction. (1) Given the reactants [Cl:1][C:2]1[CH:7]=[CH:6][CH:5]=[C:4]([CH3:8])[C:3]=1[NH:9][C:10]1[NH:11][C:12]2[C:18]3[CH2:19][C:20]([CH3:23])([CH3:22])[O:21][C:17]=3[C:16]([C:24](O)=[O:25])=[CH:15][C:13]=2[N:14]=1.S(Cl)(Cl)=O.[F:31][C:32]1[CH:38]=[CH:37][C:36]([C:39]([F:42])([F:41])[F:40])=[CH:35][C:33]=1[NH2:34].CCN(C(C)C)C(C)C, predict the reaction product. The product is: [Cl:1][C:2]1[CH:7]=[CH:6][CH:5]=[C:4]([CH3:8])[C:3]=1[NH:9][C:10]1[NH:11][C:12]2[C:18]3[CH2:19][C:20]([CH3:23])([CH3:22])[O:21][C:17]=3[C:16]([C:24]([NH:34][C:33]3[CH:35]=[C:36]([C:39]([F:40])([F:41])[F:42])[CH:37]=[CH:38][C:32]=3[F:31])=[O:25])=[CH:15][C:13]=2[N:14]=1. (2) Given the reactants S(Cl)(Cl)=O.[C:5]1([C:15]([OH:17])=O)[C:14]2[C:9](=[CH:10][CH:11]=[CH:12][CH:13]=2)[CH:8]=[CH:7][CH:6]=1.[CH2:18]([NH2:20])[CH3:19].O, predict the reaction product. The product is: [CH2:18]([NH:20][C:15]([C:5]1[C:14]2[C:9](=[CH:10][CH:11]=[CH:12][CH:13]=2)[CH:8]=[CH:7][CH:6]=1)=[O:17])[CH3:19]. (3) Given the reactants [NH2:1][CH2:2][CH2:3][O:4][CH2:5][CH2:6][OH:7].[NH:8]1[C:16]2[C:11](=[CH:12][C:13]([NH:17][C:18]3[C:19]4[S:26][C:25]([C:27]5[CH:34]=[CH:33][C:30]([CH:31]=O)=[CH:29][CH:28]=5)=[CH:24][C:20]=4[N:21]=[CH:22][N:23]=3)=[CH:14][CH:15]=2)[CH:10]=[CH:9]1.Cl, predict the reaction product. The product is: [NH:8]1[C:16]2[C:11](=[CH:12][C:13]([NH:17][C:18]3[C:19]4[S:26][C:25]([C:27]5[CH:34]=[CH:33][C:30]([CH2:31][NH:1][CH2:2][CH2:3][O:4][CH2:5][CH2:6][OH:7])=[CH:29][CH:28]=5)=[CH:24][C:20]=4[N:21]=[CH:22][N:23]=3)=[CH:14][CH:15]=2)[CH:10]=[CH:9]1. (4) Given the reactants [CH3:1][O-:2].[Na+].Cl[C:5]1[C:10]([N+:11]([O-:13])=[O:12])=[CH:9][C:8]([CH3:14])=[C:7]([C:15]2[CH:20]=[CH:19][C:18]([O:21][C:22]([F:25])([F:24])[F:23])=[CH:17][C:16]=2[O:26][CH3:27])[N:6]=1, predict the reaction product. The product is: [CH3:1][O:2][C:5]1[C:10]([N+:11]([O-:13])=[O:12])=[CH:9][C:8]([CH3:14])=[C:7]([C:15]2[CH:20]=[CH:19][C:18]([O:21][C:22]([F:25])([F:24])[F:23])=[CH:17][C:16]=2[O:26][CH3:27])[N:6]=1. (5) Given the reactants [CH2:1]([O:3][C:4]([C:6]1[O:7][C:8]2[CH:15]=[CH:14][CH:13]=[C:12]([OH:16])[C:9]=2[C:10]=1[CH3:11])=[O:5])[CH3:2].IC.[C:19]([O-])([O-])=O.[K+].[K+].CN(C=O)C, predict the reaction product. The product is: [CH2:1]([O:3][C:4]([C:6]1[O:7][C:8]2[CH:15]=[CH:14][CH:13]=[C:12]([O:16][CH3:19])[C:9]=2[C:10]=1[CH3:11])=[O:5])[CH3:2]. (6) Given the reactants [NH2:1][C:2]1[CH:3]=[C:4]([C@:7]2([CH3:18])[CH2:12][C@@H:11]([C:13]([F:16])([F:15])[F:14])[O:10][C:9]([NH2:17])=[N:8]2)[S:5][CH:6]=1.[C:19]([C:21]1[CH:22]=[CH:23][C:24]([C:27](O)=[O:28])=[N:25][CH:26]=1)#[N:20].C(P1(=O)OP(=O)(CCC)OP(=O)(CCC)O1)CC, predict the reaction product. The product is: [NH2:17][C:9]1[O:10][C@H:11]([C:13]([F:16])([F:15])[F:14])[CH2:12][C@:7]([C:4]2[S:5][CH:6]=[C:2]([NH:1][C:27](=[O:28])[C:24]3[CH:23]=[CH:22][C:21]([C:19]#[N:20])=[CH:26][N:25]=3)[CH:3]=2)([CH3:18])[N:8]=1.